Dataset: Forward reaction prediction with 1.9M reactions from USPTO patents (1976-2016). Task: Predict the product of the given reaction. Given the reactants [CH2:1]([O:8][C:9]1[CH:14]=[CH:13][C:12](Br)=[CH:11][CH:10]=1)[C:2]1[CH:7]=[CH:6][CH:5]=[CH:4][CH:3]=1.[Li]CCCC.[Cl:21][C:22]1[CH:27]=[CH:26][CH:25]=[C:24](Cl)[N:23]=1, predict the reaction product. The product is: [CH2:1]([O:8][C:9]1[CH:14]=[CH:13][C:12]([C:24]2[CH:25]=[CH:26][CH:27]=[C:22]([Cl:21])[N:23]=2)=[CH:11][CH:10]=1)[C:2]1[CH:7]=[CH:6][CH:5]=[CH:4][CH:3]=1.